From a dataset of Reaction yield outcomes from USPTO patents with 853,638 reactions. Predict the reaction yield, written as a fraction of the theoretical maximum amount of product (1.0 means a 100% yield; for example, 0.34 means a 34% yield). (1) The catalyst is Cl. The product is [N:14]1([C:11]2[CH:12]=[CH:13][C:8]3[N:9]([CH:19]=[C:6]([C:4]([OH:5])=[O:3])[N:7]=3)[CH:10]=2)[CH:18]=[CH:17][CH:16]=[N:15]1. The yield is 0.585. The reactants are C([O:3][C:4]([C:6]1[N:7]=[C:8]2[CH:13]=[CH:12][C:11]([N:14]3[CH:18]=[CH:17][CH:16]=[N:15]3)=[CH:10][N:9]2[CH:19]=1)=[O:5])C. (2) The reactants are [CH2:1]([O:3][C:4](=[O:15])[C:5]#[C:6][C:7]1[CH:12]=[CH:11][CH:10]=[C:9]([O:13][CH3:14])[CH:8]=1)[CH3:2].[C:16]([O:20][C:21]([N:23]1[C:32]2[C:27](=[CH:28][CH:29]=[C:30]([CH2:33][CH2:34][O:35][C:36]3[CH:37]=[C:38]4[C:42](=[CH:43][CH:44]=3)[NH:41][CH:40]=[CH:39]4)[N:31]=2)[CH2:26][CH2:25][CH2:24]1)=[O:22])([CH3:19])([CH3:18])[CH3:17]. No catalyst specified. The product is [C:16]([O:20][C:21]([N:23]1[C:32]2[C:27](=[CH:28][CH:29]=[C:30]([CH2:33][CH2:34][O:35][C:36]3[CH:37]=[C:38]4[C:42](=[CH:43][CH:44]=3)[N:41]([C:6]([C:7]3[CH:12]=[CH:11][CH:10]=[C:9]([O:13][CH3:14])[CH:8]=3)=[CH:5][C:4]([O:3][CH2:1][CH3:2])=[O:15])[CH:40]=[CH:39]4)[N:31]=2)[CH2:26][CH2:25][CH2:24]1)=[O:22])([CH3:19])([CH3:17])[CH3:18]. The yield is 0.900.